From a dataset of TCR-epitope binding with 47,182 pairs between 192 epitopes and 23,139 TCRs. Binary Classification. Given a T-cell receptor sequence (or CDR3 region) and an epitope sequence, predict whether binding occurs between them. The epitope is YLNTLTLAV. The TCR CDR3 sequence is CASSLVQGSETQYF. Result: 1 (the TCR binds to the epitope).